From a dataset of Reaction yield outcomes from USPTO patents with 853,638 reactions. Predict the reaction yield, written as a fraction of the theoretical maximum amount of product (1.0 means a 100% yield; for example, 0.34 means a 34% yield). (1) The product is [NH2:1][CH:2]([CH3:30])[C:3]([N:5]1[N:9]=[C:8]([C:10]2[CH:15]=[C:14]([F:16])[CH:13]=[CH:12][C:11]=2[F:17])[S:7][C:6]1([CH2:24][CH2:25][CH2:26][NH2:27])[C:18]1[CH:19]=[CH:20][CH:21]=[CH:22][CH:23]=1)=[O:4]. The yield is 0.870. The catalyst is CO.[Pd]. The reactants are [NH2:1][CH:2]([CH3:30])[C:3]([N:5]1[N:9]=[C:8]([C:10]2[CH:15]=[C:14]([F:16])[CH:13]=[CH:12][C:11]=2[F:17])[S:7][C:6]1([CH2:24][CH2:25][CH2:26][N:27]=[N+]=[N-])[C:18]1[CH:23]=[CH:22][CH:21]=[CH:20][CH:19]=1)=[O:4].Cl.N#N. (2) The reactants are Br[C:2]1[N:7]=[C:6]([C:8]([O:10][CH3:11])=[O:9])[CH:5]=[CH:4][C:3]=1[F:12].[F:13][C:14]1[CH:19]=[CH:18][CH:17]=[C:16]([F:20])[C:15]=1B1OC(C)(C)C(C)(C)O1.CCN(C(C)C)C(C)C. The catalyst is CC(C)([P](C(C)(C)C)([Pd][P](C(C)(C)C)(C(C)(C)C)C(C)(C)C)C(C)(C)C)C. The product is [F:13][C:14]1[CH:19]=[CH:18][CH:17]=[C:16]([F:20])[C:15]=1[C:2]1[N:7]=[C:6]([C:8]([O:10][CH3:11])=[O:9])[CH:5]=[CH:4][C:3]=1[F:12]. The yield is 0.920. (3) The reactants are C(Cl)(=O)C(Cl)=O.CS(C)=O.[Cl:11][C:12]1[CH:17]=[CH:16][C:15]([CH2:18][CH2:19][CH2:20][CH:21]([OH:26])[C:22]([CH3:25])([CH3:24])[CH3:23])=[CH:14][CH:13]=1.C(N(CC)CC)C. The catalyst is C(Cl)Cl. The product is [Cl:11][C:12]1[CH:13]=[CH:14][C:15]([CH2:18][CH2:19][CH2:20][C:21](=[O:26])[C:22]([CH3:24])([CH3:23])[CH3:25])=[CH:16][CH:17]=1. The yield is 0.980. (4) The reactants are [NH:1]1[C:9]2[C:4](=[CH:5][CH:6]=[CH:7][CH:8]=2)[CH2:3][C:2]1=[O:10].C([O-])(=O)C.[Na+].[Br:16]Br.O. The yield is 0.960. The catalyst is C(Cl)(Cl)Cl.CCOC(C)=O. The product is [Br:16][C:6]1[CH:5]=[C:4]2[C:9](=[CH:8][CH:7]=1)[NH:1][C:2](=[O:10])[CH2:3]2. (5) The reactants are [CH3:1][C:2]1[O:6][C:5]([C:7]2[CH:22]=[CH:21][C:10]([C:11]([NH:13][CH2:14][C:15]3[CH:16]=[N:17][CH:18]=[CH:19][CH:20]=3)=[O:12])=[CH:9][CH:8]=2)=[N:4][C:3]=1[CH2:23][S:24]([CH:27]1[CH2:32][CH2:31][NH:30][CH2:29][CH2:28]1)(=[O:26])=[O:25].[C:33]1(=O)[CH2:38][CH2:37][CH2:36][CH2:35][CH2:34]1.C(O)(=O)C.C(O[BH-](OC(=O)C)OC(=O)C)(=O)C.[Na+]. The catalyst is ClCCCl. The product is [CH:33]1([N:30]2[CH2:29][CH2:28][CH:27]([S:24]([CH2:23][C:3]3[N:4]=[C:5]([C:7]4[CH:8]=[CH:9][C:10]([C:11]([NH:13][CH2:14][C:15]5[CH:16]=[N:17][CH:18]=[CH:19][CH:20]=5)=[O:12])=[CH:21][CH:22]=4)[O:6][C:2]=3[CH3:1])(=[O:25])=[O:26])[CH2:32][CH2:31]2)[CH2:38][CH2:37][CH2:36][CH2:35][CH2:34]1. The yield is 0.990. (6) The reactants are [CH:1]1([N:7]([CH:18]2[CH2:23][CH2:22][CH2:21][CH2:20][CH2:19]2)[C:8]([NH:10][C:11]2[S:12][C:13]([CH:16]=O)=[CH:14][N:15]=2)=[O:9])[CH2:6][CH2:5][CH2:4][CH2:3][CH2:2]1.Cl.[CH2:25]([S:27]([N:30]1[CH2:35][CH2:34][NH:33][CH2:32][CH2:31]1)(=[O:29])=[O:28])[CH3:26].C(O[BH-](OC(=O)C)OC(=O)C)(=O)C.[Na+]. No catalyst specified. The product is [CH:1]1([N:7]([CH:18]2[CH2:23][CH2:22][CH2:21][CH2:20][CH2:19]2)[C:8]([NH:10][C:11]2[S:12][C:13]([CH2:16][N:33]3[CH2:32][CH2:31][N:30]([S:27]([CH2:25][CH3:26])(=[O:28])=[O:29])[CH2:35][CH2:34]3)=[CH:14][N:15]=2)=[O:9])[CH2:6][CH2:5][CH2:4][CH2:3][CH2:2]1. The yield is 0.440. (7) The reactants are F.F.F.C(N(CC)CC)C.[Si]([O:28][CH2:29][C@H:30]1[O:34][C@@H:33]([N:35]2[CH:42]=[C:41]([CH3:43])[C:39](=[O:40])[NH:38][C:36]2=[O:37])[C@H:32]([O:44][CH2:45][CH2:46][O:47][N:48]([CH3:50])[CH3:49])[C@@H:31]1[OH:51])(C(C)(C)C)(C1C=CC=CC=1)C1C=CC=CC=1.CO. The catalyst is C1COCC1.C(Cl)Cl. The product is [CH3:49][N:48]([CH3:50])[O:47][CH2:46][CH2:45][O:44][C@@H:32]1[C@H:31]([OH:51])[C@@H:30]([CH2:29][OH:28])[O:34][C@H:33]1[N:35]1[CH:42]=[C:41]([CH3:43])[C:39](=[O:40])[NH:38][C:36]1=[O:37]. The yield is 0.925. (8) The reactants are [CH2:1]([O:3][C@@H:4]1[CH2:8][N:7]([C:9](=[O:19])[C@@H:10]([NH:14][C:15](=[O:18])[O:16][CH3:17])[CH:11]([CH3:13])[CH3:12])[C@H:6]([C:20]2[NH:24][C:23]3[C:25]4[C:30]([CH:31]=[CH:32][C:22]=3[N:21]=2)=[CH:29][C:28]2[C:33]3[C:38]([CH2:39][O:40][C:27]=2[CH:26]=4)=[CH:37][C:36](B2OC(C)(C)C(C)(C)O2)=[CH:35][CH:34]=3)[CH2:5]1)[CH3:2].Br[C:51]1[NH:55][C:54]([C@@H:56]2[CH2:60][CH2:59][CH2:58][N:57]2[C:61]([O:63][C:64]([CH3:67])([CH3:66])[CH3:65])=[O:62])=[N:53][CH:52]=1.C(=O)([O-])[O-].[K+].[K+]. The catalyst is COCCOC.CN(C=O)C.C1C=CC([P]([Pd]([P](C2C=CC=CC=2)(C2C=CC=CC=2)C2C=CC=CC=2)([P](C2C=CC=CC=2)(C2C=CC=CC=2)C2C=CC=CC=2)[P](C2C=CC=CC=2)(C2C=CC=CC=2)C2C=CC=CC=2)(C2C=CC=CC=2)C2C=CC=CC=2)=CC=1.C1C=CC(P(C2C=CC=CC=2)[C-]2C=CC=C2)=CC=1.C1C=CC(P(C2C=CC=CC=2)[C-]2C=CC=C2)=CC=1.Cl[Pd]Cl.[Fe+2]. The product is [CH2:1]([O:3][C@@H:4]1[CH2:8][N:7]([C:9](=[O:19])[C@H:10]([CH:11]([CH3:13])[CH3:12])[NH:14][C:15]([O:16][CH3:17])=[O:18])[C@H:6]([C:20]2[NH:24][C:23]3[C:25]4[C:30]([CH:31]=[CH:32][C:22]=3[N:21]=2)=[CH:29][C:28]2[C:33]3[C:38]([CH2:39][O:40][C:27]=2[CH:26]=4)=[CH:37][C:36]([C:51]2[NH:55][C:54]([C@@H:56]4[CH2:60][CH2:59][CH2:58][N:57]4[C:61]([O:63][C:64]([CH3:67])([CH3:66])[CH3:65])=[O:62])=[N:53][CH:52]=2)=[CH:35][CH:34]=3)[CH2:5]1)[CH3:2]. The yield is 0.330. (9) The reactants are [F:1][C:2]1[CH:7]=[CH:6][C:5]([OH:8])=[CH:4][CH:3]=1.[Na+].[I-:10].[OH-].[Na+].[O-]Cl.[Na+]. The catalyst is CO. The product is [F:1][C:2]1[CH:7]=[CH:6][C:5]([OH:8])=[C:4]([I:10])[CH:3]=1. The yield is 0.678. (10) The reactants are [OH:1][C:2]1[CH:9]=[CH:8][CH:7]=[C:6]([O:10][CH2:11][C:12]2[C:13]([C:18]3[N:22]([CH:23]([CH3:25])[CH3:24])[N:21]=[CH:20][CH:19]=3)=[N:14][CH:15]=[CH:16][CH:17]=2)[C:3]=1[CH:4]=[O:5].[CH2:26]([OH:31])[CH:27](O)[CH2:28][OH:29]. The catalyst is CN(C=O)C. The product is [OH:29][CH2:28][CH:27]1[CH2:26][O:31][CH:4]([C:3]2[C:6]([O:10][CH2:11][C:12]3[C:13]([C:18]4[N:22]([CH:23]([CH3:25])[CH3:24])[N:21]=[CH:20][CH:19]=4)=[N:14][CH:15]=[CH:16][CH:17]=3)=[CH:7][CH:8]=[CH:9][C:2]=2[OH:1])[O:5]1. The yield is 0.240.